From a dataset of Reaction yield outcomes from USPTO patents with 853,638 reactions. Predict the reaction yield, written as a fraction of the theoretical maximum amount of product (1.0 means a 100% yield; for example, 0.34 means a 34% yield). (1) The reactants are [OH:1][C:2]1[CH:7]=[CH:6][C:5]([S:8][CH2:9][CH2:10][CH2:11][C:12]([OH:14])=O)=[CH:4][CH:3]=1.[F:15][C:16]1[CH:24]=[CH:23][C:19]([CH2:20][NH:21][CH3:22])=[CH:18][CH:17]=1. No catalyst specified. The product is [F:15][C:16]1[CH:24]=[CH:23][C:19]([CH2:20][N:21]([CH3:22])[C:12](=[O:14])[CH2:11][CH2:10][CH2:9][S:8][C:5]2[CH:4]=[CH:3][C:2]([OH:1])=[CH:7][CH:6]=2)=[CH:18][CH:17]=1. The yield is 0.460. (2) The reactants are [Si]([O:8][CH2:9][C:10]([CH3:42])([CH3:41])[CH2:11][N:12]1[C:17](=[O:18])[C:16]([CH2:19][C:20]2[CH:25]=[CH:24][C:23]([C:26]3[C:27]([C:32]#[N:33])=[CH:28][CH:29]=[CH:30][CH:31]=3)=[CH:22][CH:21]=2)=[C:15]([CH2:34][CH2:35][CH3:36])[N:14]2[N:37]=[C:38]([CH3:40])[N:39]=[C:13]12)(C(C)(C)C)(C)C.[F-].C([N+](CCCC)(CCCC)CCCC)CCC. The catalyst is O1CCCC1. The product is [OH:8][CH2:9][C:10]([CH3:41])([CH3:42])[CH2:11][N:12]1[C:17](=[O:18])[C:16]([CH2:19][C:20]2[CH:21]=[CH:22][C:23]([C:26]3[C:27]([C:32]#[N:33])=[CH:28][CH:29]=[CH:30][CH:31]=3)=[CH:24][CH:25]=2)=[C:15]([CH2:34][CH2:35][CH3:36])[N:14]2[N:37]=[C:38]([CH3:40])[N:39]=[C:13]12. The yield is 0.790. (3) The reactants are [CH2:1]([O:3][C:4]([C:6]1[N:7]=[C:8](N)[S:9][C:10]=1[CH3:11])=[O:5])[CH3:2]. The catalyst is C1COCC1. The product is [CH2:1]([O:3][C:4]([C:6]1[N:7]=[CH:8][S:9][C:10]=1[CH3:11])=[O:5])[CH3:2]. The yield is 0.680. (4) The reactants are C1([C@@H](N2CCCC2)CO)C=CC=CC=1.[C:15]1([C@H:21](O)[CH2:22][N:23]2[CH2:27][CH2:26][CH2:25][CH2:24]2)[CH:20]=[CH:19][CH:18]=[CH:17][CH:16]=1.[CH3:29][NH:30][C:31]1[CH:40]=[CH:39][C:34]([C:35]([O:37][CH3:38])=[O:36])=[CH:33][CH:32]=1. No catalyst specified. The product is [C:15]1([C@H:21]([N:30]([C:31]2[CH:40]=[CH:39][C:34]([C:35]([O:37][CH3:38])=[O:36])=[CH:33][CH:32]=2)[CH3:29])[CH2:22][N:23]2[CH2:27][CH2:26][CH2:25][CH2:24]2)[CH:20]=[CH:19][CH:18]=[CH:17][CH:16]=1. The yield is 0.520. (5) The reactants are N(C(C)(C)C#N)=NC(C)(C)C#N.[CH3:13][C:14]1[CH:23]=[C:22]2[C:17]([CH:18]=[CH:19][C:20]([C:24]#[N:25])=[CH:21]2)=[CH:16][CH:15]=1.[Br:26]N1C(=O)CCC1=O. The catalyst is C(#N)C(C)C. The product is [Br:26][CH2:13][C:14]1[CH:23]=[C:22]2[C:17]([CH:18]=[CH:19][C:20]([C:24]#[N:25])=[CH:21]2)=[CH:16][CH:15]=1. The yield is 0.580. (6) The product is [CH3:1][CH:2]1[CH2:6][CH2:5][CH2:4][CH:3]1[O:7][C:8](=[O:49])[C@@H:9]([NH2:41])[CH2:10][CH2:11][O:12][C:13]1[CH:22]=[C:21]2[C:16]([C:17]([O:23][C:24]3[CH:29]=[CH:28][C:27]([NH:30][C:31](=[O:38])[C:32]4[CH:33]=[CH:34][CH:35]=[CH:36][CH:37]=4)=[CH:26][CH:25]=3)=[CH:18][CH:19]=[N:20]2)=[CH:15][C:14]=1[O:39][CH3:40]. The catalyst is C(Cl)Cl.C(O)(C(F)(F)F)=O. The yield is 0.970. The reactants are [CH3:1][CH:2]1[CH2:6][CH2:5][CH2:4][CH:3]1[O:7][C:8](=[O:49])[C@@H:9]([NH:41]C(OC(C)(C)C)=O)[CH2:10][CH2:11][O:12][C:13]1[CH:22]=[C:21]2[C:16]([C:17]([O:23][C:24]3[CH:29]=[CH:28][C:27]([NH:30][C:31](=[O:38])[C:32]4[CH:37]=[CH:36][CH:35]=[CH:34][CH:33]=4)=[CH:26][CH:25]=3)=[CH:18][CH:19]=[N:20]2)=[CH:15][C:14]=1[O:39][CH3:40].